This data is from Reaction yield outcomes from USPTO patents with 853,638 reactions. The task is: Predict the reaction yield, written as a fraction of the theoretical maximum amount of product (1.0 means a 100% yield; for example, 0.34 means a 34% yield). (1) The reactants are [Si]([O:8][C:9]1[CH:14]=[C:13]([O:15][Si](C(C)(C)C)(C)C)[CH:12]=[CH:11][C:10]=1[C@@H:23]1[CH2:28][CH2:27][C@H:26]([NH2:29])[CH2:25][CH2:24]1)(C(C)(C)C)(C)C.C(N(CC)CC)C.[CH2:37]([S:41](Cl)(=[O:43])=[O:42])[CH2:38][CH2:39][CH3:40].[OH-].[Na+].O.[F-].C([N+](CCCC)(CCCC)CCCC)CCC. The catalyst is CN(C)C1C=CN=CC=1.C(O)(=O)C.O.C(OCC)(=O)C.ClCCCl. The product is [OH:8][C:9]1[CH:14]=[C:13]([OH:15])[CH:12]=[CH:11][C:10]=1[C@@H:23]1[CH2:24][CH2:25][C@H:26]([NH:29][S:41]([CH2:37][CH2:38][CH2:39][CH3:40])(=[O:43])=[O:42])[CH2:27][CH2:28]1. The yield is 0.350. (2) The reactants are [F:1][C:2]1[CH:7]=[CH:6][C:5]([NH:8][C:9]([C:11]2([C:14]([NH:16][C:17]3[CH:22]=[CH:21][C:20]([O:23][C:24]4[C:33]5[C:28](=[CH:29][C:30]([O:36]CC6C=CC=CC=6)=[C:31]([O:34][CH3:35])[CH:32]=5)[N:27]=[CH:26][N:25]=4)=[C:19]([F:44])[CH:18]=3)=[O:15])[CH2:13][CH2:12]2)=[O:10])=[CH:4][CH:3]=1.C(O)(=O)C.ClCCl.CO. The catalyst is [H][H].[Pd]. The product is [F:1][C:2]1[CH:3]=[CH:4][C:5]([NH:8][C:9]([C:11]2([C:14]([NH:16][C:17]3[CH:22]=[CH:21][C:20]([O:23][C:24]4[C:33]5[C:28](=[CH:29][C:30]([OH:36])=[C:31]([O:34][CH3:35])[CH:32]=5)[N:27]=[CH:26][N:25]=4)=[C:19]([F:44])[CH:18]=3)=[O:15])[CH2:13][CH2:12]2)=[O:10])=[CH:6][CH:7]=1. The yield is 0.950. (3) The reactants are Cl[C:2]1[C:3]([CH3:9])=[N:4][CH:5]=[C:6]([CH3:8])[N:7]=1.[NH3:10]. No catalyst specified. The product is [CH3:9][C:3]1[C:2]([NH2:10])=[N:7][C:6]([CH3:8])=[CH:5][N:4]=1. The yield is 0.810. (4) The reactants are BrC1C=C(C=C(C(C2C=CC=C(OC(F)F)C=2)(C)C)C=1)N.[Cl:22][C:23]1[CH:24]=[C:25]([C:32]([N:35]2[C:40](=[O:41])[CH:39]=[CH:38][CH:37]=[N:36]2)([CH3:34])[CH3:33])[CH:26]=[C:27]([N+:29]([O-])=O)[CH:28]=1. No catalyst specified. The product is [NH2:29][C:27]1[CH:26]=[C:25]([C:32]([N:35]2[C:40](=[O:41])[CH:39]=[CH:38][CH:37]=[N:36]2)([CH3:33])[CH3:34])[CH:24]=[C:23]([Cl:22])[CH:28]=1. The yield is 0.150. (5) The reactants are [Br:1][C:2]1[CH:3]=[C:4]2[C:9](=[CH:10][CH:11]=1)[O:8][CH:7]([CH:12]1[CH2:17][CH2:16][O:15][C:14]([CH3:19])([CH3:18])[CH2:13]1)[CH2:6][C:5]2=O.[CH3:21][C:22]([S:25]([NH2:27])=[O:26])([CH3:24])[CH3:23].C([O-])(O)=O.[Na+]. The catalyst is C1COCC1.CCOC(C)=O.[O-]CC.[Ti+4].[O-]CC.[O-]CC.[O-]CC. The product is [Br:1][C:2]1[CH:3]=[C:4]2[C:9](=[CH:10][CH:11]=1)[O:8][CH:7]([CH:12]1[CH2:17][CH2:16][O:15][C:14]([CH3:19])([CH3:18])[CH2:13]1)[CH2:6][C:5]2=[N:27][S:25]([C:22]([CH3:24])([CH3:23])[CH3:21])=[O:26]. The yield is 0.950. (6) The reactants are [F:1][C:2]1[CH:3]=[C:4]([O:15][C:16]2[C:21]3[CH2:22][C:23]([CH3:26])([CH3:25])[O:24][C:20]=3[CH:19]=[C:18]([C:27]([O:29]C)=[O:28])[CH:17]=2)[CH:5]=[N:6][C:7]=1[C:8]([N:10]1[CH2:13][CH:12]([F:14])[CH2:11]1)=[O:9].CO.[OH-].[Na+]. The catalyst is C1COCC1. The product is [F:1][C:2]1[CH:3]=[C:4]([O:15][C:16]2[C:21]3[CH2:22][C:23]([CH3:26])([CH3:25])[O:24][C:20]=3[CH:19]=[C:18]([C:27]([OH:29])=[O:28])[CH:17]=2)[CH:5]=[N:6][C:7]=1[C:8]([N:10]1[CH2:11][CH:12]([F:14])[CH2:13]1)=[O:9]. The yield is 0.900. (7) The product is [F:38][C:35]1[CH:36]=[CH:37][C:32]([C:26]2[C:25]3[C:29](=[CH:30][CH:31]=[C:23]([C:22]4[NH:21][C:41]([CH2:43][CH2:44][C:1]([O:5][CH2:6][CH3:9])=[O:4])=[N:40][N:39]=4)[CH:24]=3)[NH:28][N:27]=2)=[CH:33][CH:34]=1. The catalyst is C(O)C.ClCCl. The yield is 0.160. The reactants are [C:1]([O:5][C:6]([CH3:9])(C)C)(=[O:4])NN.C(N(CC)CC)C.Cl.C(O[NH:21][CH2:22][C:23]1[CH:24]=[C:25]2[C:29](=[CH:30][CH:31]=1)[NH:28][N:27]=[C:26]2[C:32]1[CH:37]=[CH:36][C:35]([F:38])=[CH:34][CH:33]=1)C.[NH2:39][NH:40][C:41]([CH2:43][CH2:44]C([O-])=O)=O. (8) The reactants are F.F.F.C(N(CC)CC)C.C(N(CC)CC)C.[Si]([O:35][CH2:36][C@H:37]1[O:41][C@@H:40]([N:42]2[CH:49]=[C:48]([CH3:50])[C:46](=[O:47])[NH:45][C:43]2=[O:44])[C@H:39]([O:51][CH2:52][CH2:53][O:54][N:55]([CH3:57])[CH3:56])[C@@H:38]1[OH:58])(C(C)(C)C)(C1C=CC=CC=1)C1C=CC=CC=1.CO. The catalyst is C1COCC1.C(Cl)Cl. The product is [CH3:56][N:55]([CH3:57])[O:54][CH2:53][CH2:52][O:51][C@@H:39]1[C@H:38]([OH:58])[C@@H:37]([CH2:36][OH:35])[O:41][C@H:40]1[N:42]1[CH:49]=[C:48]([CH3:50])[C:46](=[O:47])[NH:45][C:43]1=[O:44]. The yield is 0.925. (9) The reactants are C(O[C:4](=[N:6][C:7](=O)[C:8]1[CH:13]=[CH:12][C:11]([Cl:14])=[CH:10][CH:9]=1)[CH3:5])C.[NH:16]([C:18]1[N:23]=[CH:22][C:21]([S:24]([NH2:27])(=[O:26])=[O:25])=[CH:20][CH:19]=1)[NH2:17].O. The catalyst is ClCCl.CO. The product is [Cl:14][C:11]1[CH:10]=[CH:9][C:8]([C:7]2[N:16]([C:18]3[N:23]=[CH:22][C:21]([S:24]([NH2:27])(=[O:26])=[O:25])=[CH:20][CH:19]=3)[N:17]=[C:4]([CH3:5])[N:6]=2)=[CH:13][CH:12]=1. The yield is 0.610.